Dataset: Full USPTO retrosynthesis dataset with 1.9M reactions from patents (1976-2016). Task: Predict the reactants needed to synthesize the given product. Given the product [C:2]1(/[CH:1]=[CH:19]\[CH2:18][CH2:17][CH2:16][CH2:15][C:12]([OH:14])=[O:13])[CH:7]=[CH:6][CH:5]=[CH:4][CH:3]=1, predict the reactants needed to synthesize it. The reactants are: [CH:1](=O)[C:2]1[CH:7]=[CH:6][CH:5]=[CH:4][CH:3]=1.[H-].[Na+].[Br-].[C:12]([CH:15](C)[CH2:16][CH2:17][CH2:18][CH2:19][P+](C1C=CC=CC=1)(C1C=CC=CC=1)C1C=CC=CC=1)([OH:14])=[O:13].